Task: Predict the reactants needed to synthesize the given product.. Dataset: Full USPTO retrosynthesis dataset with 1.9M reactions from patents (1976-2016) (1) Given the product [C:11]([O:15][C:16]([N:18]1[C@H:23]2[CH:24]=[CH:25][C@@H:19]1[CH2:20][C:21]([C:33]1[CH:32]=[N:31][CH:30]=[C:29]([Br:28])[CH:34]=1)([C:26]#[N:27])[CH2:22]2)=[O:17])([CH3:14])([CH3:12])[CH3:13], predict the reactants needed to synthesize it. The reactants are: C[Si]([N-][Si](C)(C)C)(C)C.[Li+].[C:11]([O:15][C:16]([N:18]1[C@H:23]2[CH:24]=[CH:25][C@@H:19]1[CH2:20][CH:21]([C:26]#[N:27])[CH2:22]2)=[O:17])([CH3:14])([CH3:13])[CH3:12].[Br:28][C:29]1[CH:30]=[N:31][CH:32]=[C:33](F)[CH:34]=1.C(OCC)(=O)C.C1CCCCC1. (2) Given the product [Na:1].[O:17]=[C:15]1[NH:21][C:20]([S-:23])=[N:22][CH:2]=[C:14]1[O:13][CH:8]1[CH2:9][CH2:10][CH2:11][CH2:12][O:7]1, predict the reactants needed to synthesize it. The reactants are: [Na:1].[CH:2](OCC)=O.[O:7]1[CH2:12][CH2:11][CH2:10][CH2:9][CH:8]1[O:13][CH2:14][C:15]([O:17]CC)=O.[C:20]([SH:23])(=[NH:22])[NH2:21]. (3) The reactants are: [CH2:1]([CH2:3][NH2:4])[OH:2].Cl[CH2:6][CH2:7][N:8]([CH2:31][CH2:32]Cl)[C:9]1[CH:29]=[C:28]([Cl:30])[C:12]2[O:13][C:14]3[C:23]([CH3:24])=[CH:22][C:21]([C:25]([OH:27])=[O:26])=[CH:20][C:15]=3[S:16](=[O:19])(=[O:18])[CH2:17][C:11]=2[CH:10]=1.O.Cl.[CH3:36]O. Given the product [CH3:36][O:27][C:25]([C:21]1[CH:22]=[C:23]([CH3:24])[C:14]2[O:13][C:12]3[C:28]([Cl:30])=[CH:29][C:9]([N:8]4[CH2:7][CH2:6][N:4]([CH2:3][CH2:1][OH:2])[CH2:32][CH2:31]4)=[CH:10][C:11]=3[CH2:17][S:16](=[O:19])(=[O:18])[C:15]=2[CH:20]=1)=[O:26], predict the reactants needed to synthesize it. (4) Given the product [Cl:1][C:2]1[CH:7]=[C:6]2[CH2:8][O:9][C:10]3[CH:33]=[C:32]4[C:13]([CH:14]=[CH:15][C:16]5[N:20]=[C:19]([C@@H:21]6[CH2:25][C@H:24]([O:26][CH2:27][CH3:28])[CH2:23][N:22]6[C:41](=[O:42])[C@@H:40]([NH:39][C:37](=[O:38])[O:36][CH3:35])[CH:44]([CH3:46])[CH3:45])[NH:18][C:17]=54)=[CH:12][C:11]=3[C:5]2=[CH:4][CH:3]=1, predict the reactants needed to synthesize it. The reactants are: [Cl:1][C:2]1[CH:7]=[C:6]2[CH2:8][O:9][C:10]3[CH:33]=[C:32]4[C:13]([CH:14]=[CH:15][C:16]5[N:20]=[C:19]([C@@H:21]6[CH2:25][C@H:24]([O:26][CH2:27][CH3:28])[CH2:23][N:22]6C([O-])=O)[NH:18][C:17]=54)=[CH:12][C:11]=3[C:5]2=[CH:4][CH:3]=1.Cl.[CH3:35][O:36][C:37]([NH:39][C@@H:40]([CH:44]([CH3:46])[CH3:45])[C:41](O)=[O:42])=[O:38].CN(C(ON1N=NC2C=CC=NC1=2)=[N+](C)C)C.F[P-](F)(F)(F)(F)F.CCN(C(C)C)C(C)C. (5) Given the product [CH:1]1([C:4]2[N:9]3[N:10]=[CH:11][C:12]([C:25]#[C:24][C:26]4[CH:27]=[CH:28][C:29]([NH2:32])=[N:30][CH:31]=4)=[C:8]3[CH:7]=[C:6]([C:14]3[CH:19]=[CH:18][C:17]([C:20]([F:23])([F:22])[F:21])=[CH:16][CH:15]=3)[CH:5]=2)[CH2:3][CH2:2]1, predict the reactants needed to synthesize it. The reactants are: [CH:1]1([C:4]2[N:9]3[N:10]=[CH:11][C:12](I)=[C:8]3[CH:7]=[C:6]([C:14]3[CH:19]=[CH:18][C:17]([C:20]([F:23])([F:22])[F:21])=[CH:16][CH:15]=3)[CH:5]=2)[CH2:3][CH2:2]1.[C:24]([C:26]1[CH:27]=[CH:28][C:29]([NH2:32])=[N:30][CH:31]=1)#[CH:25]. (6) Given the product [F:23][CH:21]([F:22])[C:13]1[N:12]([C:10]2[N:9]=[C:8]([N:24]3[CH2:25][CH2:26][O:27][CH2:28][CH2:29]3)[N:7]=[C:6]([NH:5][CH:3]3[CH2:2][N:1]([C:38]([C@H:35]4[CH2:36][CH2:37][C@@H:32]([O:31][CH3:30])[CH2:33][CH2:34]4)=[O:39])[CH2:4]3)[CH:11]=2)[C:16]2[CH:17]=[CH:18][CH:19]=[CH:20][C:15]=2[N:14]=1.[F:23][CH:21]([F:22])[C:13]1[N:12]([C:10]2[N:9]=[C:8]([N:24]3[CH2:29][CH2:28][O:27][CH2:26][CH2:25]3)[N:7]=[C:6]([NH:5][CH:3]3[CH2:2][N:1]([C:38]([C@H:35]4[CH2:34][CH2:33][C@H:32]([O:31][CH3:30])[CH2:37][CH2:36]4)=[O:40])[CH2:4]3)[CH:11]=2)[C:16]2[CH:17]=[CH:18][CH:19]=[CH:20][C:15]=2[N:14]=1, predict the reactants needed to synthesize it. The reactants are: [NH:1]1[CH2:4][CH:3]([NH:5][C:6]2[CH:11]=[C:10]([N:12]3[C:16]4[CH:17]=[CH:18][CH:19]=[CH:20][C:15]=4[N:14]=[C:13]3[CH:21]([F:23])[F:22])[N:9]=[C:8]([N:24]3[CH2:29][CH2:28][O:27][CH2:26][CH2:25]3)[N:7]=2)[CH2:2]1.[CH3:30][O:31][CH:32]1[CH2:37][CH2:36][CH:35]([C:38]([OH:40])=[O:39])[CH2:34][CH2:33]1.F[P-](F)(F)(F)(F)F.N1(OC(N(C)C)=[N+](C)C)C2N=CC=CC=2N=N1.C(N(CC)C(C)C)(C)C. (7) The reactants are: [CH3:1][N:2]([CH3:21])[C:3]1([C:15]2[CH:16]=[N:17][CH:18]=[CH:19][CH:20]=2)[CH2:8][CH2:7][C:6](=[CH:9][C:10]([O:12][CH2:13][CH3:14])=[O:11])[CH2:5][CH2:4]1. Given the product [CH3:21][N:2]([CH3:1])[C:3]1([C:15]2[CH:16]=[N:17][CH:18]=[CH:19][CH:20]=2)[CH2:4][CH2:5][CH:6]([CH2:9][C:10]([O:12][CH2:13][CH3:14])=[O:11])[CH2:7][CH2:8]1, predict the reactants needed to synthesize it. (8) Given the product [Cl:16][C:5]1[C:6]([NH:8][C:9]2[CH:13]=[C:12]([O:14][CH3:15])[NH:11][N:10]=2)=[N:7][C:2]([NH:27][C@H:25]([C:22]2[N:23]=[CH:24][C:19]([F:18])=[CH:20][N:21]=2)[CH3:26])=[N:3][CH:4]=1, predict the reactants needed to synthesize it. The reactants are: Cl[C:2]1[N:7]=[C:6]([NH:8][C:9]2[CH:13]=[C:12]([O:14][CH3:15])[NH:11][N:10]=2)[C:5]([Cl:16])=[CH:4][N:3]=1.Cl.[F:18][C:19]1[CH:20]=[N:21][C:22]([C@@H:25]([NH2:27])[CH3:26])=[N:23][CH:24]=1.CCN(C(C)C)C(C)C. (9) Given the product [CH2:31]([N:38]1[C:43](=[O:44])[C:42]([C:15]2[CH:16]=[CH:17][C:18]([Cl:21])=[CH:19][CH:20]=2)=[C:41]([C:72]2[CH:71]=[CH:43][N:38]=[CH:31][CH:32]=2)[C:40]([O:53][CH2:54][C:55]2[CH:56]=[CH:57][CH:58]=[CH:59][CH:60]=2)=[N:39]1)[C:32]1[CH:33]=[CH:34][CH:35]=[CH:36][CH:37]=1.[CH2:31]([N:38]1[C:43](=[O:44])[C:42]([C:15]2[CH:12]=[CH:13][N:8]=[CH:19][CH:20]=2)=[C:41]([C:46]2[CH:51]=[CH:50][C:49]([Cl:52])=[CH:48][CH:47]=2)[C:40]([O:53][CH2:54][C:55]2[CH:60]=[CH:59][CH:58]=[CH:57][CH:56]=2)=[N:39]1)[C:32]1[CH:33]=[CH:34][CH:35]=[CH:36][CH:37]=1, predict the reactants needed to synthesize it. The reactants are: C([N:8]1[C:13](=O)[C:12]([C:15]2[CH:20]=[CH:19][C:18]([Cl:21])=[CH:17][CH:16]=2)=C(Cl)C(OCC2C=CC=CC=2)=N1)C1C=CC=CC=1.[CH2:31]([N:38]1[C:43](=[O:44])[C:42](Cl)=[C:41]([C:46]2[CH:51]=[CH:50][C:49]([Cl:52])=[CH:48][CH:47]=2)[C:40]([O:53][CH2:54][C:55]2[CH:60]=[CH:59][CH:58]=[CH:57][CH:56]=2)=[N:39]1)[C:32]1[CH:37]=[CH:36][CH:35]=[CH:34][CH:33]=1.C(=O)([O-])[O-].[Na+].[Na+].C(O[CH2:71][CH3:72])(=O)C.